From a dataset of Full USPTO retrosynthesis dataset with 1.9M reactions from patents (1976-2016). Predict the reactants needed to synthesize the given product. Given the product [C:14]([C:12]1[CH:11]=[C:10]([NH:20][C:21]2[N:26]=[C:25]([C:27]([F:28])([F:29])[F:30])[CH:24]=[CH:23][N:22]=2)[CH:9]=[C:8]([CH3:7])[CH:13]=1)#[CH:15], predict the reactants needed to synthesize it. The reactants are: C(=O)([O-])[O-].[K+].[K+].[CH3:7][C:8]1[CH:9]=[C:10]([NH:20][C:21]2[N:26]=[C:25]([C:27]([F:30])([F:29])[F:28])[CH:24]=[CH:23][N:22]=2)[CH:11]=[C:12]([C:14]#[C:15][Si](C)(C)C)[CH:13]=1.